Predict the product of the given reaction. From a dataset of Forward reaction prediction with 1.9M reactions from USPTO patents (1976-2016). (1) Given the reactants [Br:1][C:2]1[CH:8]=[CH:7][C:5]([NH2:6])=[CH:4][CH:3]=1.C(N(CC)CC)C.[CH3:16][S:17](Cl)(=[O:19])=[O:18], predict the reaction product. The product is: [Br:1][C:2]1[CH:8]=[CH:7][C:5]([N:6]([S:17]([CH3:16])(=[O:19])=[O:18])[S:17]([CH3:16])(=[O:19])=[O:18])=[CH:4][CH:3]=1. (2) Given the reactants Br[C:2]1[CH:10]=[C:9]([Cl:11])[CH:8]=[C:7]2[C:3]=1[CH:4]=[N:5][N:6]2[C:12]1[CH:17]=[CH:16][C:15]([O:18][CH2:19][C:20]2[CH:25]=[CH:24][CH:23]=[CH:22][CH:21]=2)=[C:14]([F:26])[CH:13]=1.[OH-:27].[K+].CC(P(C(C)(C)C)C1C=CC=CC=1C1C(C(C)C)=CC(C(C)C)=CC=1C(C)C)(C)C, predict the reaction product. The product is: [Cl:11][C:9]1[CH:10]=[C:2]([OH:27])[C:3]2[CH:4]=[N:5][N:6]([C:12]3[CH:17]=[CH:16][C:15]([O:18][CH2:19][C:20]4[CH:25]=[CH:24][CH:23]=[CH:22][CH:21]=4)=[C:14]([F:26])[CH:13]=3)[C:7]=2[CH:8]=1. (3) Given the reactants Br[C:2]1[CH:3]=[C:4]([CH:31]=[C:32]([Cl:34])[CH:33]=1)[C:5]([N:7]([CH2:20][C:21]1[CH:26]=[CH:25][C:24]([C:27]([CH3:30])([CH3:29])[CH3:28])=[CH:23][CH:22]=1)[CH2:8][CH2:9][C:10]1[CH:15]=[CH:14][CH:13]=[C:12]([C:16]([F:19])([F:18])[F:17])[CH:11]=1)=[O:6].[CH2:35](B(O)O)[CH2:36][CH3:37], predict the reaction product. The product is: [C:27]([C:24]1[CH:25]=[CH:26][C:21]([CH2:20][N:7]([CH2:8][CH2:9][C:10]2[CH:15]=[CH:14][CH:13]=[C:12]([C:16]([F:19])([F:18])[F:17])[CH:11]=2)[C:5](=[O:6])[C:4]2[CH:3]=[C:2]([CH2:35][CH2:36][CH3:37])[CH:33]=[C:32]([Cl:34])[CH:31]=2)=[CH:22][CH:23]=1)([CH3:29])([CH3:28])[CH3:30]. (4) Given the reactants Cl.[N:2]1([CH2:7][C:8]([OH:10])=O)[CH:6]=[N:5][CH:4]=[N:3]1.[NH2:11][C@@H:12]([CH2:29][O:30][CH2:31][C:32]1[CH:37]=[CH:36][CH:35]=[CH:34][CH:33]=1)[C:13]([NH:15][C:16]1[CH:21]=[CH:20][C:19]([O:22][C:23]2[CH:28]=[CH:27][CH:26]=[CH:25][CH:24]=2)=[CH:18][CH:17]=1)=[O:14], predict the reaction product. The product is: [N:2]1([CH2:7][C:8]([NH:11][C@@H:12]([CH2:29][O:30][CH2:31][C:32]2[CH:37]=[CH:36][CH:35]=[CH:34][CH:33]=2)[C:13]([NH:15][C:16]2[CH:17]=[CH:18][C:19]([O:22][C:23]3[CH:28]=[CH:27][CH:26]=[CH:25][CH:24]=3)=[CH:20][CH:21]=2)=[O:14])=[O:10])[CH:6]=[N:5][CH:4]=[N:3]1.